From a dataset of Reaction yield outcomes from USPTO patents with 853,638 reactions. Predict the reaction yield, written as a fraction of the theoretical maximum amount of product (1.0 means a 100% yield; for example, 0.34 means a 34% yield). (1) The reactants are Cl.[S:2]1[C:6]([CH2:7][O:8][C:9](=[O:20])OC2C=CC([N+]([O-])=O)=CC=2)=[CH:5][N:4]=[CH:3]1.C([O-])(O)=O.[Na+].[CH3:26][O:27][C:28](=[O:38])[C@@H:29]([NH2:37])[CH2:30][C:31]1[CH:36]=[CH:35][CH:34]=[CH:33][CH:32]=1.CCN(CC)CC. The catalyst is CCOC(C)=O.O.CN(C1C=CN=CC=1)C. The product is [S:2]1[C:6]([CH2:7][O:8][C:9]([NH:37][C@H:29]([C:28]([O:27][CH3:26])=[O:38])[CH2:30][C:31]2[CH:36]=[CH:35][CH:34]=[CH:33][CH:32]=2)=[O:20])=[CH:5][N:4]=[CH:3]1. The yield is 0.540. (2) The reactants are S(=O)(=O)(O)O.[F:6][C:7]1[C:12]([F:13])=[CH:11][CH:10]=[CH:9][C:8]=1[C@:14]1([CH2:37][F:38])[C@H:20]2[C@H:18]([CH2:19]2)[S:17][C:16]([N:21](COCC[Si](C)(C)C)C(=O)OC(C)(C)C)=[N:15]1.[N+:39]([O-])([O-:41])=[O:40].[Na+].[O-]P([O-])([O-])=O.[K+].[K+].[K+].[OH-].[Na+]. The catalyst is C(Cl)Cl. The product is [F:6][C:7]1[C:12]([F:13])=[CH:11][C:10]([N+:39]([O-:41])=[O:40])=[CH:9][C:8]=1[C@:14]1([CH2:37][F:38])[C@H:20]2[C@H:18]([CH2:19]2)[S:17][C:16]([NH2:21])=[N:15]1. The yield is 0.850. (3) The yield is 0.980. The reactants are [CH2:1]1[CH2:6][C@H:5]([C:7]([OH:9])=[O:8])[CH2:4][CH2:3][C@H:2]1[CH2:10][NH2:11].S(=O)(=O)(O)O.O.[C:18](OC(=O)C)(=[O:20])[CH3:19]. The product is [C:18]([NH:11][CH2:10][C@H:2]1[CH2:3][CH2:4][C@H:5]([C:7]([OH:9])=[O:8])[CH2:6][CH2:1]1)(=[O:20])[CH3:19]. No catalyst specified. (4) The catalyst is O. The reactants are [Br:1][C:2]1[CH:7]=[C:6]([CH:8]([CH3:10])[CH3:9])[C:5]([NH:11][C:12](=[NH:21])[C:13]2[CH:18]=[CH:17][CH:16]=[C:15]([O:19][CH3:20])[CH:14]=2)=[C:4]([CH:22]([CH3:24])[CH3:23])[CH:3]=1.Cl[CH2:26][CH:27]=O.C(=O)(O)[O-].[Na+].CC(O)C. The product is [Br:1][C:2]1[CH:7]=[C:6]([CH:8]([CH3:10])[CH3:9])[C:5]([N:11]2[CH:27]=[CH:26][N:21]=[C:12]2[C:13]2[CH:18]=[CH:17][CH:16]=[C:15]([O:19][CH3:20])[CH:14]=2)=[C:4]([CH:22]([CH3:24])[CH3:23])[CH:3]=1. The yield is 0.790.